This data is from NCI-60 drug combinations with 297,098 pairs across 59 cell lines. The task is: Regression. Given two drug SMILES strings and cell line genomic features, predict the synergy score measuring deviation from expected non-interaction effect. (1) Drug 1: C1=C(C(=O)NC(=O)N1)N(CCCl)CCCl. Drug 2: CC(C)(C#N)C1=CC(=CC(=C1)CN2C=NC=N2)C(C)(C)C#N. Cell line: T-47D. Synergy scores: CSS=13.3, Synergy_ZIP=-7.05, Synergy_Bliss=0.893, Synergy_Loewe=0.955, Synergy_HSA=0.909. (2) Drug 1: C1=CC(=CC=C1CCC2=CNC3=C2C(=O)NC(=N3)N)C(=O)NC(CCC(=O)O)C(=O)O. Drug 2: CC1=CC2C(CCC3(C2CCC3(C(=O)C)OC(=O)C)C)C4(C1=CC(=O)CC4)C. Cell line: OVCAR-5. Synergy scores: CSS=12.7, Synergy_ZIP=-4.45, Synergy_Bliss=-0.394, Synergy_Loewe=-30.7, Synergy_HSA=-3.56. (3) Drug 2: C1=CC=C(C=C1)NC(=O)CCCCCCC(=O)NO. Cell line: MCF7. Synergy scores: CSS=19.7, Synergy_ZIP=-2.89, Synergy_Bliss=4.45, Synergy_Loewe=-0.215, Synergy_HSA=5.09. Drug 1: CNC(=O)C1=CC=CC=C1SC2=CC3=C(C=C2)C(=NN3)C=CC4=CC=CC=N4. (4) Drug 1: CC1=CC=C(C=C1)C2=CC(=NN2C3=CC=C(C=C3)S(=O)(=O)N)C(F)(F)F. Drug 2: C(CC(=O)O)C(=O)CN.Cl. Cell line: MDA-MB-435. Synergy scores: CSS=-2.50, Synergy_ZIP=2.91, Synergy_Bliss=4.88, Synergy_Loewe=-0.798, Synergy_HSA=-0.116.